From a dataset of Forward reaction prediction with 1.9M reactions from USPTO patents (1976-2016). Predict the product of the given reaction. (1) Given the reactants [Cl:1][C:2]1[S:43][C:5]2[C:6]3([CH2:16][CH2:15][N:14]([CH2:17][C:18]4[C:19]([CH3:42])=[N:20][N:21]([C:23]5[C:40]([F:41])=[CH:39][CH:38]=[CH:37][C:24]=5[CH2:25][N:26]5C(=O)C6C(=CC=CC=6)C5=O)[CH:22]=4)[CH2:13][CH2:12]3)[O:7][CH2:8][C:9]([F:11])([F:10])[C:4]=2[CH:3]=1.O.O.NN, predict the reaction product. The product is: [OH-:7].[NH4+:14].[Cl:1][C:2]1[S:43][C:5]2[C:6]3([CH2:12][CH2:13][N:14]([CH2:17][C:18]4[C:19]([CH3:42])=[N:20][N:21]([C:23]5[C:40]([F:41])=[CH:39][CH:38]=[CH:37][C:24]=5[CH2:25][NH2:26])[CH:22]=4)[CH2:15][CH2:16]3)[O:7][CH2:8][C:9]([F:11])([F:10])[C:4]=2[CH:3]=1. (2) The product is: [CH2:21]([NH:20][C:13]1[CH:14]=[C:15]([Cl:19])[CH:16]=[C:17]2[C:12]=1[NH:11][C:10]([C@H:2]([NH:1][CH:37]1[CH2:38][CH2:39][NH:35][CH2:36]1)[CH2:3][C:4]1[CH:5]=[CH:6][CH:7]=[CH:8][CH:9]=1)=[CH:18]2)[C:22]1[CH:27]=[CH:26][CH:25]=[CH:24][CH:23]=1. Given the reactants [NH2:1][C@@H:2]([C:10]1[NH:11][C:12]2[C:17]([CH:18]=1)=[CH:16][C:15]([Cl:19])=[CH:14][C:13]=2[NH:20][CH2:21][C:22]1[CH:27]=[CH:26][CH:25]=[CH:24][CH:23]=1)[CH2:3][C:4]1[CH:9]=[CH:8][CH:7]=[CH:6][CH:5]=1.C(OC([N:35]1[CH2:39][CH2:38][C:37](=O)[CH2:36]1)=O)(C)(C)C, predict the reaction product. (3) Given the reactants Br[C:2]1[CH:3]=[CH:4][C:5]2[N:11]3[C:12](C)=[N:13][N:14]=[C:10]3[CH2:9][CH2:8][N:7](C3C=CC(Cl)=CC=3)[C:6]=2[CH:23]=1.CC1(C)C(C)(C)OB(C2C=CC(C(OC)=O)=CC=2)O1.C(=O)([O-])[O-].[Cs+].[Cs+].C(OCC)(=O)C, predict the reaction product. The product is: [CH:12]1[N:11]2[C:5]3[CH:4]=[CH:3][CH:2]=[CH:23][C:6]=3[N:7]=[CH:8][CH2:9][C:10]2=[N:14][N:13]=1.